Dataset: NCI-60 drug combinations with 297,098 pairs across 59 cell lines. Task: Regression. Given two drug SMILES strings and cell line genomic features, predict the synergy score measuring deviation from expected non-interaction effect. (1) Drug 1: CC1CCC2CC(C(=CC=CC=CC(CC(C(=O)C(C(C(=CC(C(=O)CC(OC(=O)C3CCCCN3C(=O)C(=O)C1(O2)O)C(C)CC4CCC(C(C4)OC)OCCO)C)C)O)OC)C)C)C)OC. Drug 2: CS(=O)(=O)OCCCCOS(=O)(=O)C. Cell line: LOX IMVI. Synergy scores: CSS=23.9, Synergy_ZIP=-3.98, Synergy_Bliss=-1.64, Synergy_Loewe=-16.0, Synergy_HSA=0.711. (2) Cell line: LOX IMVI. Synergy scores: CSS=11.3, Synergy_ZIP=-2.73, Synergy_Bliss=2.46, Synergy_Loewe=-14.7, Synergy_HSA=3.70. Drug 1: CC1=CC2C(CCC3(C2CCC3(C(=O)C)OC(=O)C)C)C4(C1=CC(=O)CC4)C. Drug 2: CC(C1=C(C=CC(=C1Cl)F)Cl)OC2=C(N=CC(=C2)C3=CN(N=C3)C4CCNCC4)N. (3) Drug 2: C(CC(=O)O)C(=O)CN.Cl. Cell line: HOP-62. Drug 1: C1CCC(C1)C(CC#N)N2C=C(C=N2)C3=C4C=CNC4=NC=N3. Synergy scores: CSS=-3.21, Synergy_ZIP=-4.10, Synergy_Bliss=-12.3, Synergy_Loewe=-12.6, Synergy_HSA=-13.9.